From a dataset of Reaction yield outcomes from USPTO patents with 853,638 reactions. Predict the reaction yield, written as a fraction of the theoretical maximum amount of product (1.0 means a 100% yield; for example, 0.34 means a 34% yield). (1) The reactants are [NH2:1][C:2]1[C:3]([CH3:8])=[CH:4][CH:5]=[CH:6][CH:7]=1.N1[CH:14]=[CH:13][CH:12]=[CH:11][CH:10]=1.O1CCCC1.C(Cl)(=O)CCCC. The catalyst is O. The product is [CH2:11]([C:10]1[NH:1][C:2]2[C:3]([CH:8]=1)=[CH:4][CH:5]=[CH:6][CH:7]=2)[CH2:12][CH2:13][CH3:14]. The yield is 0.840. (2) The reactants are [F:1][C:2]1[CH:14]=[CH:13][C:5]([C:6]([O:8][C:9]([CH3:12])([CH3:11])[CH3:10])=[O:7])=[CH:4][C:3]=1[CH2:15][NH:16][CH2:17][CH2:18][C:19]1[CH:24]=[CH:23][CH:22]=[CH:21][CH:20]=1.[CH2:25]([O:32][C:33]([NH:35][C@@H:36]([C:39](O)=[O:40])[CH2:37][OH:38])=[O:34])[C:26]1[CH:31]=[CH:30][CH:29]=[CH:28][CH:27]=1.C1C=CC2N(O)N=NC=2C=1.O.CCN(CC)CC.CCN=C=NCCCN(C)C.Cl. The catalyst is CN(C=O)C.C(Cl)Cl. The product is [F:1][C:2]1[CH:14]=[CH:13][C:5]([C:6]([O:8][C:9]([CH3:12])([CH3:11])[CH3:10])=[O:7])=[CH:4][C:3]=1[CH2:15][N:16]([C:37](=[O:38])[C@@H:36]([CH2:39][OH:40])[NH:35][C:33]([O:32][CH2:25][C:26]1[CH:31]=[CH:30][CH:29]=[CH:28][CH:27]=1)=[O:34])[CH2:17][CH2:18][C:19]1[CH:20]=[CH:21][CH:22]=[CH:23][CH:24]=1. The yield is 0.410. (3) The reactants are [F:1][C:2]([F:14])([F:13])[C:3]1[N:8]=[CH:7][C:6]([S:9](Cl)(=[O:11])=[O:10])=[CH:5][CH:4]=1.[NH2:15][C@@H:16]1[CH2:21][CH2:20][CH2:19][CH2:18][C@H:17]1[CH2:22][OH:23].C(N(CC)CC)C. The catalyst is ClCCl. The product is [OH:23][CH2:22][C@@H:17]1[CH2:18][CH2:19][CH2:20][CH2:21][C@H:16]1[NH:15][S:9]([C:6]1[CH:7]=[N:8][C:3]([C:2]([F:14])([F:13])[F:1])=[CH:4][CH:5]=1)(=[O:11])=[O:10]. The yield is 0.570. (4) The reactants are [OH:1][C@@H:2]1[C@@H:6]([OH:7])[C@H:5]([CH3:8])[O:4][C:3]1=[O:9].[CH3:10][C:11](=[CH2:21])[CH2:12]OC(=O)O[CH2:10][C:11]([CH3:12])=[CH2:21].[C:22](=O)=O.[CH2:25]1[CH2:29]OC[CH2:26]1. The catalyst is C1C=CC([P]([Pd]([P](C2C=CC=CC=2)(C2C=CC=CC=2)C2C=CC=CC=2)([P](C2C=CC=CC=2)(C2C=CC=CC=2)C2C=CC=CC=2)[P](C2C=CC=CC=2)(C2C=CC=CC=2)C2C=CC=CC=2)(C2C=CC=CC=2)C2C=CC=CC=2)=CC=1. The product is [CH3:8][C@@H:5]1[O:4][C:3](=[O:9])[C@H:2]([O:1][CH2:12][C:11]([CH3:21])=[CH2:10])[C@H:6]1[O:7][CH2:22][C:25]([CH3:26])=[CH2:29]. The yield is 0.970. (5) The reactants are [NH2:1][C:2]1[CH:7]=[CH:6][CH:5]=[CH:4][C:3]=1[C:8]1[CH:13]=[CH:12][N:11]=[C:10]([C@@H:14]([NH:18][C:19](=[O:25])[O:20][C:21]([CH3:24])([CH3:23])[CH3:22])[CH2:15][CH:16]=[CH2:17])[CH:9]=1.[CH3:26][C@H:27]([CH:31]=[CH2:32])[C:28](O)=[O:29].N1C=CC=CC=1. The catalyst is CCOC(C)=O. The product is [CH3:26][C@H:27]([CH:31]=[CH2:32])[C:28]([NH:1][C:2]1[CH:7]=[CH:6][CH:5]=[CH:4][C:3]=1[C:8]1[CH:13]=[CH:12][N:11]=[C:10]([C@@H:14]([NH:18][C:19](=[O:25])[O:20][C:21]([CH3:24])([CH3:23])[CH3:22])[CH2:15][CH:16]=[CH2:17])[CH:9]=1)=[O:29]. The yield is 0.850.